From a dataset of Full USPTO retrosynthesis dataset with 1.9M reactions from patents (1976-2016). Predict the reactants needed to synthesize the given product. (1) Given the product [CH3:15][O:16][C:17](=[O:25])[C:18]1[CH:23]=[CH:22][C:21]([S:24][C:2]2[CH:14]=[CH:13][C:5]([CH2:6][N:7]3[CH2:12][CH2:11][O:10][CH2:9][CH2:8]3)=[CH:4][CH:3]=2)=[CH:20][CH:19]=1, predict the reactants needed to synthesize it. The reactants are: I[C:2]1[CH:14]=[CH:13][C:5]([CH2:6][N:7]2[CH2:12][CH2:11][O:10][CH2:9][CH2:8]2)=[CH:4][CH:3]=1.[CH3:15][O:16][C:17](=[O:25])[C:18]1[CH:23]=[CH:22][C:21]([SH:24])=[CH:20][CH:19]=1.C([O-])([O-])=O.[K+].[K+]. (2) Given the product [N:23]1[CH:24]=[CH:25][C:20]([C:17]2[N:15]3[N:16]=[C:11]([NH:10][CH:7]4[CH2:8][CH2:9][N:4]([CH:26]=[O:27])[CH2:5][CH2:6]4)[CH:12]=[CH:13][C:14]3=[N:19][CH:18]=2)=[CH:21][CH:22]=1, predict the reactants needed to synthesize it. The reactants are: Cl.Cl.Cl.[NH:4]1[CH2:9][CH2:8][CH:7]([NH:10][C:11]2[CH:12]=[CH:13][C:14]3[N:15]([C:17]([C:20]4[CH:25]=[CH:24][N:23]=[CH:22][CH:21]=4)=[CH:18][N:19]=3)[N:16]=2)[CH2:6][CH2:5]1.[CH:26](O)=[O:27].C(OC(=O)C)(=O)C.C(OCC)=O. (3) Given the product [Br:19][CH2:20][CH2:21][CH2:22][CH2:23][N:6]([CH2:3][CH2:4][CH3:5])[S:7]([C:10]1[C:15]([CH3:16])=[CH:14][C:13]([CH3:17])=[CH:12][C:11]=1[CH3:18])(=[O:9])=[O:8], predict the reactants needed to synthesize it. The reactants are: [H-].[Na+].[CH2:3]([NH:6][S:7]([C:10]1[C:15]([CH3:16])=[CH:14][C:13]([CH3:17])=[CH:12][C:11]=1[CH3:18])(=[O:9])=[O:8])[CH2:4][CH3:5].[Br:19][CH2:20][CH2:21][CH2:22][CH2:23]Br. (4) Given the product [CH3:1][O:2][C:3]1[C:4]([OH:25])=[CH:5][C:6]2[CH2:7][CH2:8][C@@H:9]3[C@@H:18]([C:19]=2[CH:20]=1)[CH2:17][CH2:16][C@@:14]1([CH3:15])[C:10]3=[CH:11][CH2:12][C@@H:13]1[OH:21], predict the reactants needed to synthesize it. The reactants are: [CH3:1][O:2][C:3]1[C:4]([O:25]C(=O)C)=[CH:5][C:6]2[CH2:7][CH2:8][C@@H:9]3[C@@H:18]([C:19]=2[CH:20]=1)[CH2:17][CH2:16][C@@:14]1([CH3:15])[C:10]3=[CH:11][CH:12]=[C:13]1[O:21]C(=O)C.[BH4-].[Na+].C(O)(=O)C. (5) Given the product [CH3:21][O:3][N:2]=[C:1]1[CH:14]=[CH:13][C:12]2[CH:19]=[C:8]([C:6]([N:5]([CH3:20])[CH3:4])=[O:7])[CH:9]=[CH:10][C:11]=2[O:17][CH2:16]1, predict the reactants needed to synthesize it. The reactants are: [CH3:1][NH:2][OH:3].[CH3:4][N:5]([CH3:20])[C:6]([C:8]1[CH:9]=[CH:10][C:11]2[O:17][CH2:16]C(=O)[CH:14]=[CH:13][C:12]=2[CH:19]=1)=[O:7].[CH3:21]O.